From a dataset of Full USPTO retrosynthesis dataset with 1.9M reactions from patents (1976-2016). Predict the reactants needed to synthesize the given product. (1) Given the product [CH2:14]([O:11][C:2]([CH3:1])([CH2:5][CH2:6][CH2:7][CH:8]([CH3:9])[CH3:10])[CH:3]=[CH2:4])[CH:13]=[CH2:12], predict the reactants needed to synthesize it. The reactants are: [CH3:1][C:2]([OH:11])([CH2:5][CH2:6][CH2:7][CH:8]([CH3:10])[CH3:9])[CH:3]=[CH2:4].[CH2:12](Br)[CH:13]=[CH2:14].[H-].[Na+]. (2) Given the product [CH3:1][O:2][C:3]1[CH:4]=[CH:5][C:6]2[C:7]3[N:15]=[C:14]([C:16]4[CH:17]=[CH:18][C:19]([O:22][CH3:23])=[CH:20][CH:21]=4)[CH:13]=[C:12]([C:24]([NH2:31])=[O:26])[C:8]=3[NH:9][C:10]=2[CH:11]=1, predict the reactants needed to synthesize it. The reactants are: [CH3:1][O:2][C:3]1[CH:4]=[CH:5][C:6]2[C:7]3[N:15]=[C:14]([C:16]4[CH:21]=[CH:20][C:19]([O:22][CH3:23])=[CH:18][CH:17]=4)[CH:13]=[C:12]([C:24]([OH:26])=O)[C:8]=3[NH:9][C:10]=2[CH:11]=1.[Cl-].[NH4+].Cl.C[N:31](C)CCCN=C=NCC.O.ON1C2C=CC=CC=2N=N1.C(N(CC)CC)C. (3) Given the product [F:1][C:2]1([CH2:8][OH:11])[CH2:7][CH2:6][O:5][CH2:4][CH2:3]1, predict the reactants needed to synthesize it. The reactants are: [F:1][C:2]1([CH:8]([OH:11])C#N)[CH2:7][CH2:6][O:5][CH2:4][CH2:3]1.[BH4-].[Na+].CC(C)=O. (4) Given the product [Cl:5][C:6]1[CH:11]=[C:10]([O:12][CH2:13][CH3:14])[C:9]([N+:1]([O-:4])=[O:2])=[N:8][CH:7]=1, predict the reactants needed to synthesize it. The reactants are: [N+:1]([O-:4])(O)=[O:2].[Cl:5][C:6]1[CH:7]=[N:8][CH:9]=[C:10]([O:12][CH2:13][CH3:14])[CH:11]=1.S(=O)(=O)(O)O. (5) Given the product [Cl:1][C:2]1[CH:3]=[C:4]2[C:8](=[CH:9][CH:10]=1)[NH:7][CH:6]=[C:5]2[CH3:11], predict the reactants needed to synthesize it. The reactants are: [Cl:1][C:2]1[CH:3]=[C:4]2[C:8](=[CH:9][CH:10]=1)[NH:7][CH:6]=[C:5]2[CH:11]=O.[H-].[Al+3].[Li+].[H-].[H-].[H-]. (6) Given the product [CH3:43][C:42]([CH3:45])([CH3:44])[C:41]([O:1][CH2:2][C:3]1[CH:8]=[CH:7][C:6]([CH:9]2[CH2:14][CH2:13][N:12]([C:15]([O:17][C:18]([CH3:21])([CH3:19])[CH3:20])=[O:16])[CH2:11][CH:10]2[O:22][CH2:23][C:24]2[CH:33]=[CH:32][C:31]3[C:26](=[CH:27][CH:28]=[CH:29][CH:30]=3)[CH:25]=2)=[CH:5][CH:4]=1)=[O:46], predict the reactants needed to synthesize it. The reactants are: [OH:1][CH2:2][C:3]1[CH:8]=[CH:7][C:6]([CH:9]2[CH2:14][CH2:13][N:12]([C:15]([O:17][C:18]([CH3:21])([CH3:20])[CH3:19])=[O:16])[CH2:11][CH:10]2[O:22][CH2:23][C:24]2[CH:33]=[CH:32][C:31]3[C:26](=[CH:27][CH:28]=[CH:29][CH:30]=3)[CH:25]=2)=[CH:5][CH:4]=1.C(N(CC)CC)C.[C:41](Cl)(=[O:46])[C:42]([CH3:45])([CH3:44])[CH3:43]. (7) Given the product [CH3:9][S:10]([O:1][C@H:2]([CH3:8])[C:3]([O:5][CH2:6][CH3:7])=[O:4])(=[O:12])=[O:11], predict the reactants needed to synthesize it. The reactants are: [OH:1][C@H:2]([CH3:8])[C:3]([O:5][CH2:6][CH3:7])=[O:4].[CH3:9][S:10](Cl)(=[O:12])=[O:11].